This data is from Reaction yield outcomes from USPTO patents with 853,638 reactions. The task is: Predict the reaction yield, written as a fraction of the theoretical maximum amount of product (1.0 means a 100% yield; for example, 0.34 means a 34% yield). (1) The reactants are [C:1]([N:4]1[CH2:9][CH2:8][NH:7][CH2:6][CH2:5]1)(=[O:3])[CH3:2].C(N(CC)CC)C.[Br:17][C:18]1[CH:23]=[CH:22][C:21]([S:24](Cl)(=[O:26])=[O:25])=[CH:20][CH:19]=1. The catalyst is O1CCOCC1. The product is [C:1]([N:4]1[CH2:9][CH2:8][N:7]([S:24]([C:21]2[CH:22]=[CH:23][C:18]([Br:17])=[CH:19][CH:20]=2)(=[O:26])=[O:25])[CH2:6][CH2:5]1)(=[O:3])[CH3:2]. The yield is 0.730. (2) The yield is 0.819. The catalyst is CN(C=O)C. The reactants are [Cl:1][C:2]1[C:10]([CH2:11][CH2:12][C:13]2[CH:14]=[N:15][C:16]([NH:19][C:20]3[CH:21]=[N:22][N:23]([CH3:25])[CH:24]=3)=[N:17][CH:18]=2)=[CH:9][C:5]([C:6]([OH:8])=O)=[CH:4][C:3]=1[O:26][CH3:27].Cl.[O:29]([NH2:31])[CH3:30].CCN(C(C)C)C(C)C.CN(C(ON1N=NC2C=CC=NC1=2)=[N+](C)C)C.F[P-](F)(F)(F)(F)F. The product is [Cl:1][C:2]1[C:10]([CH2:11][CH2:12][C:13]2[CH:18]=[N:17][C:16]([NH:19][C:20]3[CH:21]=[N:22][N:23]([CH3:25])[CH:24]=3)=[N:15][CH:14]=2)=[CH:9][C:5]([C:6]([NH:31][O:29][CH3:30])=[O:8])=[CH:4][C:3]=1[O:26][CH3:27]. (3) The reactants are [C:1]([O:4][CH2:5][C:6]1[C:11]([N:12]2[CH2:24][CH2:23][N:15]3[C:16]4[CH2:17][CH2:18][CH2:19][CH2:20][C:21]=4[CH:22]=[C:14]3[C:13]2=[O:25])=[CH:10][C:9]([F:26])=[CH:8][C:7]=1N1CCN2C3CCCCC=3C=C2C1=O)(=[O:3])[CH3:2].Br[C:42]1[N:47]=[C:46]([NH:48][C:49]2[CH:50]=[C:51]3[C:56](=[CH:57][CH:58]=2)[CH2:55][N:54]([C:59]([O:61][C:62]([CH3:65])([CH3:64])[CH3:63])=[O:60])[CH2:53][CH2:52]3)[C:45](=[O:66])[N:44]([CH3:67])[CH:43]=1.C([O-])([O-])=O.[Na+].[Na+]. The catalyst is COCCOC.C1C=CC(P(C2C=CC=CC=2)[C-]2C=CC=C2)=CC=1.C1C=CC(P(C2C=CC=CC=2)[C-]2C=CC=C2)=CC=1.Cl[Pd]Cl.[Fe+2]. The product is [C:62]([O:61][C:59]([N:54]1[CH2:53][CH2:52][C:51]2[C:56](=[CH:57][CH:58]=[C:49]([NH:48][C:46]3[C:45](=[O:66])[N:44]([CH3:67])[CH:43]=[C:42]([C:7]4[CH:8]=[C:9]([F:26])[CH:10]=[C:11]([N:12]5[CH2:24][CH2:23][N:15]6[C:16]7[CH2:17][CH2:18][CH2:19][CH2:20][C:21]=7[CH:22]=[C:14]6[C:13]5=[O:25])[C:6]=4[CH2:5][O:4][C:1](=[O:3])[CH3:2])[N:47]=3)[CH:50]=2)[CH2:55]1)=[O:60])([CH3:65])([CH3:64])[CH3:63]. The yield is 0.510.